Dataset: Reaction yield outcomes from USPTO patents with 853,638 reactions. Task: Predict the reaction yield, written as a fraction of the theoretical maximum amount of product (1.0 means a 100% yield; for example, 0.34 means a 34% yield). The reactants are Cl.[Br:2][C:3]1[CH:8]=[CH:7][C:6]([NH:9][NH2:10])=[CH:5][CH:4]=1.[C:11]1(=O)[O:16][C:14](=[O:15])[C:13]2=[CH:17][CH:18]=[CH:19][CH:20]=[C:12]12. The catalyst is CC(O)=O. The product is [Br:2][C:3]1[CH:8]=[CH:7][C:6]([NH:9][N:10]2[C:14](=[O:15])[C:13]3[C:12](=[CH:20][CH:19]=[CH:18][CH:17]=3)[C:11]2=[O:16])=[CH:5][CH:4]=1. The yield is 0.840.